Dataset: Catalyst prediction with 721,799 reactions and 888 catalyst types from USPTO. Task: Predict which catalyst facilitates the given reaction. (1) Reactant: [N:1]1[C:9]2[CH:8]=[CH:7][N:6]=[CH:5][C:4]=2[N:3]([C:10]2[S:14][C:13]([C:15]([O:17]C)=O)=[C:12]([O:19][CH2:20][C:21]3[CH:26]=[CH:25][C:24]([C:27]([F:30])([F:29])[F:28])=[CH:23][CH:22]=3)[CH:11]=2)[CH:2]=1.[NH3:31]. Product: [N:1]1[C:9]2[CH:8]=[CH:7][N:6]=[CH:5][C:4]=2[N:3]([C:10]2[S:14][C:13]([C:15]([NH2:31])=[O:17])=[C:12]([O:19][CH2:20][C:21]3[CH:22]=[CH:23][C:24]([C:27]([F:28])([F:29])[F:30])=[CH:25][CH:26]=3)[CH:11]=2)[CH:2]=1. The catalyst class is: 5. (2) Reactant: [CH3:1][C:2]1[N:7]([C:8]2[CH:13]=[CH:12][CH:11]=[C:10]([C:14]([F:17])([F:16])[F:15])[CH:9]=2)[C:6](=[O:18])[C:5]([C:19]([O:21][CH2:22][CH3:23])=[O:20])=[CH:4][CH:3]=1.[I:24]N1C(=O)CCC1=O. Product: [I:24][C:3]1[CH:4]=[C:5]([C:19]([O:21][CH2:22][CH3:23])=[O:20])[C:6](=[O:18])[N:7]([C:8]2[CH:13]=[CH:12][CH:11]=[C:10]([C:14]([F:17])([F:15])[F:16])[CH:9]=2)[C:2]=1[CH3:1]. The catalyst class is: 67. (3) Reactant: C(=O)(O)[O-].[Na+].Br[CH2:7][C:8]([OH:10])=[O:9].[C:11]([NH:18][CH2:19][CH2:20][SH:21])([O:13][C:14]([CH3:17])([CH3:16])[CH3:15])=[O:12]. Product: [C:14]([O:13][C:11]([NH:18][CH2:19][CH2:20][S:21][CH2:7][C:8]([OH:10])=[O:9])=[O:12])([CH3:17])([CH3:16])[CH3:15]. The catalyst class is: 6. (4) Reactant: [NH2:1][C:2]1[N:3]([C:8]2[C:13]([Cl:14])=[CH:12][C:11]([Cl:15])=[CH:10][C:9]=2[Cl:16])[N:4]=[C:5]([CH3:7])[CH:6]=1.[C:17]([CH:20]1[CH2:25][CH2:24][O:23][C:21]1=[O:22])(=O)[CH3:18]. Product: [CH3:7][C:5]1[CH:6]=[C:2]([NH:1]/[C:17](=[C:20]2/[C:21](=[O:22])[O:23][CH2:24][CH2:25]/2)/[CH3:18])[N:3]([C:8]2[C:13]([Cl:14])=[CH:12][C:11]([Cl:15])=[CH:10][C:9]=2[Cl:16])[N:4]=1. The catalyst class is: 8. (5) Product: [C:30]([O:29][C:27]([N:24]1[CH:25]=[CH:26][C:22]([C:4]2[C:5]3[O:9][C:8]([C:10](=[O:12])[CH3:11])=[C:7]([CH2:13][C:14]4[CH:19]=[CH:18][CH:17]=[C:16]([F:20])[CH:15]=4)[C:6]=3[CH:21]=[C:2]([F:1])[CH:3]=2)=[CH:23]1)=[O:28])([CH3:33])([CH3:32])[CH3:31]. The catalyst class is: 840. Reactant: [F:1][C:2]1[CH:3]=[C:4]([C:22]2[CH:26]=[CH:25][NH:24][CH:23]=2)[C:5]2[O:9][C:8]([C:10](=[O:12])[CH3:11])=[C:7]([CH2:13][C:14]3[CH:19]=[CH:18][CH:17]=[C:16]([F:20])[CH:15]=3)[C:6]=2[CH:21]=1.[C:27](O[C:27]([O:29][C:30]([CH3:33])([CH3:32])[CH3:31])=[O:28])([O:29][C:30]([CH3:33])([CH3:32])[CH3:31])=[O:28].